This data is from TCR-epitope binding with 47,182 pairs between 192 epitopes and 23,139 TCRs. The task is: Binary Classification. Given a T-cell receptor sequence (or CDR3 region) and an epitope sequence, predict whether binding occurs between them. The epitope is ELAGIGILTV. Result: 0 (the TCR does not bind to the epitope). The TCR CDR3 sequence is CASSFGRQAYEQYF.